This data is from Forward reaction prediction with 1.9M reactions from USPTO patents (1976-2016). The task is: Predict the product of the given reaction. Given the reactants [O:1]1[C:5]([C:6]([OH:8])=O)=[CH:4][N:3]=[CH:2]1.CCN(C(C)C)C(C)C.CN(C(ON1N=NC2C=CC=NC1=2)=[N+](C)C)C.F[P-](F)(F)(F)(F)F.[NH2:42][C:43]1[CH:48]=[CH:47][C:46]([C:49]2[S:53][C:52]([C:54]([O:56][CH3:57])=[O:55])=[C:51]([N:58]([C:62]([C@H:64]3[CH2:69][CH2:68][C@H:67]([CH3:70])[CH2:66][CH2:65]3)=[O:63])[CH:59]([CH3:61])[CH3:60])[CH:50]=2)=[CH:45][CH:44]=1, predict the reaction product. The product is: [CH3:70][C@H:67]1[CH2:68][CH2:69][C@H:64]([C:62]([N:58]([CH:59]([CH3:61])[CH3:60])[C:51]2[CH:50]=[C:49]([C:46]3[CH:47]=[CH:48][C:43]([NH:42][C:6]([C:5]4[O:1][CH:2]=[N:3][CH:4]=4)=[O:8])=[CH:44][CH:45]=3)[S:53][C:52]=2[C:54]([O:56][CH3:57])=[O:55])=[O:63])[CH2:65][CH2:66]1.